Dataset: Reaction yield outcomes from USPTO patents with 853,638 reactions. Task: Predict the reaction yield, written as a fraction of the theoretical maximum amount of product (1.0 means a 100% yield; for example, 0.34 means a 34% yield). (1) The product is [CH2:6]([C:7]([OH:9])=[O:8])[C@H:2]([Br:1])[C:3]([OH:5])=[O:4]. No catalyst specified. The yield is 0.880. The reactants are [Br:1][CH:2]([CH2:6][C:7]([OH:9])=[O:8])[C:3]([OH:5])=[O:4].ClC(CC(O)=O)C(O)=O. (2) The reactants are [NH2:1][C:2]1[CH:7]=[CH:6][CH:5]=[CH:4][C:3]=1[C:8]#[C:9][C:10]1[C:11]([O:36][CH3:37])=[CH:12][C:13]([O:34][CH3:35])=[C:14](/[CH:16]=[CH:17]/[C:18]([C:20]2[CH:25]=[CH:24][C:23]([S:26]([NH:29][CH2:30][C:31]([OH:33])=[O:32])(=[O:28])=[O:27])=[CH:22][CH:21]=2)=[O:19])[CH:15]=1. The catalyst is C(#N)C.C(O)C.[Pd](Cl)Cl. The product is [NH:1]1[C:2]2[C:3](=[CH:4][CH:5]=[CH:6][CH:7]=2)[CH:8]=[C:9]1[C:10]1[C:11]([O:36][CH3:37])=[CH:12][C:13]([O:34][CH3:35])=[C:14](/[CH:16]=[CH:17]/[C:18]([C:20]2[CH:25]=[CH:24][C:23]([S:26]([NH:29][CH2:30][C:31]([OH:33])=[O:32])(=[O:28])=[O:27])=[CH:22][CH:21]=2)=[O:19])[CH:15]=1. The yield is 0.230. (3) The reactants are [Li+].[OH-].C([O:5][C:6]([C:8]1[N:9]=[N:10][N:11]([C:13]2[CH:18]=[CH:17][CH:16]=[CH:15][CH:14]=2)[CH:12]=1)=[O:7])C.O.Cl. The catalyst is C1COCC1.O. The product is [C:13]1([N:11]2[CH:12]=[C:8]([C:6]([OH:7])=[O:5])[N:9]=[N:10]2)[CH:14]=[CH:15][CH:16]=[CH:17][CH:18]=1. The yield is 0.354. (4) The reactants are Cl[C:2]1[CH:3]=[C:4]([NH:11][C:12]2[CH:17]=[CH:16][C:15]([N:18]3[CH2:23][CH2:22][N:21]([CH:24]4[CH2:27][O:26][CH2:25]4)[CH2:20][CH2:19]3)=[CH:14][N:13]=2)[C:5]2[N:6]([CH:8]=[CH:9][N:10]=2)[N:7]=1.C([O:31][CH2:32][C:33]1[C:34]([N:48]2[CH2:60][CH2:59][N:51]3[C:52]4[CH2:53][CH2:54][CH2:55][CH2:56][C:57]=4[CH:58]=[C:50]3[C:49]2=[O:61])=[N:35][CH:36]=[CH:37][C:38]=1B1OC(C)(C)C(C)(C)O1)(=O)C.C1(P(C2CCCCC2)C2CCCCC2)CCCCC1.C(=O)([O-])[O-].[Cs+].[Cs+]. The catalyst is C1C=CC(/C=C/C(/C=C/C2C=CC=CC=2)=O)=CC=1.C1C=CC(/C=C/C(/C=C/C2C=CC=CC=2)=O)=CC=1.C1C=CC(/C=C/C(/C=C/C2C=CC=CC=2)=O)=CC=1.[Pd].[Pd].O1CCOCC1. The product is [OH:31][CH2:32][C:33]1[C:34]([N:48]2[CH2:60][CH2:59][N:51]3[C:52]4[CH2:53][CH2:54][CH2:55][CH2:56][C:57]=4[CH:58]=[C:50]3[C:49]2=[O:61])=[N:35][CH:36]=[CH:37][C:38]=1[C:2]1[CH:3]=[C:4]([NH:11][C:12]2[CH:17]=[CH:16][C:15]([N:18]3[CH2:23][CH2:22][N:21]([CH:24]4[CH2:27][O:26][CH2:25]4)[CH2:20][CH2:19]3)=[CH:14][N:13]=2)[C:5]2[N:6]([CH:8]=[CH:9][N:10]=2)[N:7]=1. The yield is 0.0400. (5) The product is [F:6][C:7]1[CH:8]=[CH:9][C:10]([C:13]2[C:25]([CH:28]=[O:29])=[C:16]3[CH:17]=[CH:18][C:19]([C:21]([F:23])([F:22])[F:24])=[CH:20][N:15]3[N:14]=2)=[CH:11][CH:12]=1. The yield is 9.40. No catalyst specified. The reactants are P(Cl)(Cl)(Cl)=O.[F:6][C:7]1[CH:12]=[CH:11][C:10]([C:13]2[CH:25]=[C:16]3[CH:17]=[CH:18][C:19]([C:21]([F:24])([F:23])[F:22])=[CH:20][N:15]3[N:14]=2)=[CH:9][CH:8]=1.CN(C)[CH:28]=[O:29].